From a dataset of Full USPTO retrosynthesis dataset with 1.9M reactions from patents (1976-2016). Predict the reactants needed to synthesize the given product. (1) Given the product [NH2:2][C:3]1[C:4]([C:10]([NH2:1])=[O:12])=[N:5][C:6]([I:9])=[CH:7][N:8]=1, predict the reactants needed to synthesize it. The reactants are: [NH3:1].[NH2:2][C:3]1[C:4]([C:10]([O:12]C)=O)=[N:5][C:6]([I:9])=[CH:7][N:8]=1. (2) Given the product [Cl:1][C:2]1[CH:7]=[CH:6][N:5]=[C:4]2[N:8]([CH2:20][O:19][CH2:18][CH2:17][Si:14]([CH3:16])([CH3:15])[CH3:13])[CH:9]=[CH:10][C:3]=12, predict the reactants needed to synthesize it. The reactants are: [Cl:1][C:2]1[CH:7]=[CH:6][N:5]=[C:4]2[NH:8][CH:9]=[CH:10][C:3]=12.[H-].[Na+].[CH3:13][Si:14]([CH2:17][CH2:18][O:19][CH2:20]Cl)([CH3:16])[CH3:15]. (3) Given the product [CH3:9][O:10][C:11]1[CH:19]=[CH:18][C:14]([CH2:15][N:16]2[NH:17][C:4](=[O:6])[CH:2]3[CH:1]([CH2:3]3)[C:7]2=[O:8])=[CH:13][CH:12]=1, predict the reactants needed to synthesize it. The reactants are: [CH:1]12[C:7](=[O:8])[O:6][C:4](=O)[CH:2]1[CH2:3]2.[CH3:9][O:10][C:11]1[CH:19]=[CH:18][C:14]([CH2:15][NH:16][NH2:17])=[CH:13][CH:12]=1. (4) Given the product [Cl:29][C:4]1[N:3]=[C:2]([OH:31])[N:10]=[C:9]2[C:5]=1[N:6]=[CH:7][N:8]2[C@@H:11]1[O:23][C@H:22]([CH2:24][O:25][C:26](=[O:28])[CH3:27])[C@@H:17]([O:18][C:19](=[O:21])[CH3:20])[C@H:12]1[O:13][C:14](=[O:16])[CH3:15], predict the reactants needed to synthesize it. The reactants are: N[C:2]1[N:10]=[C:9]2[C:5]([N:6]=[CH:7][N:8]2[C@@H:11]2[O:23][C@H:22]([CH2:24][O:25][C:26](=[O:28])[CH3:27])[C@@H:17]([O:18][C:19](=[O:21])[CH3:20])[C@H:12]2[O:13][C:14](=[O:16])[CH3:15])=[C:4]([Cl:29])[N:3]=1.N(OC(C)(C)C)=[O:31].